This data is from Reaction yield outcomes from USPTO patents with 853,638 reactions. The task is: Predict the reaction yield, written as a fraction of the theoretical maximum amount of product (1.0 means a 100% yield; for example, 0.34 means a 34% yield). (1) The reactants are [Cl:1][C:2]1[CH:3]=[C:4]([N:8]2[CH:12]=[C:11]([C@H:13]3[CH2:17][CH2:16][CH2:15][N:14]3[C:18](=[S:21])[NH:19][CH3:20])[N:10]=[N:9]2)[CH:5]=[CH:6][CH:7]=1.[CH3:22]C(C)([O-])C.[Na+].CI. The catalyst is C1COCC1.CC(C)([O-])C.[Na+]. The product is [Cl:1][C:2]1[CH:3]=[C:4]([N:8]2[CH:12]=[C:11]([C@H:13]3[CH2:17][CH2:16][CH2:15][N:14]3[C:18]([S:21][CH3:22])=[N:19][CH3:20])[N:10]=[N:9]2)[CH:5]=[CH:6][CH:7]=1. The yield is 0.900. (2) The reactants are [OH:1][C:2]1[CH:7]=[CH:6][C:5]([N:8]2[C:13](=[O:14])[C:12]([CH2:15][C:16]3[CH:21]=[CH:20][C:19]([C:22]4[C:23]([C:28]#[N:29])=[CH:24][CH:25]=[CH:26][CH:27]=4)=[CH:18][CH:17]=3)=[C:11]([CH2:30][CH2:31][CH3:32])[N:10]=[C:9]2[CH3:33])=[CH:4][CH:3]=1.[Si](O[CH:42]1[CH2:47][CH2:46][CH2:45][CH:44]([OH:48])[CH2:43]1)(C(C)(C)C)(C)C.C1(P(C2C=CC=CC=2)C2C=CC=CC=2)C=CC=CC=1.[N:69]([C:70]([O:72]C(C)C)=[O:71])=[N:69][C:70]([O:72]C(C)C)=[O:71]. The catalyst is O1CCCC1.O.C(OCC)(=O)C. The product is [OH:48][CH:44]1[CH2:43][CH2:42][CH2:47][CH:46]([O:1][C:2]2[CH:3]=[CH:4][C:5]([N:8]3[C:13](=[O:14])[C:12]([CH2:15][C:16]4[CH:21]=[CH:20][C:19]([C:22]5[CH:27]=[CH:26][CH:25]=[CH:24][C:23]=5[C:28]5[NH:69][C:70](=[O:71])[O:72][N:29]=5)=[CH:18][CH:17]=4)=[C:11]([CH2:30][CH2:31][CH3:32])[N:10]=[C:9]3[CH3:33])=[CH:6][CH:7]=2)[CH2:45]1. The yield is 0.500. (3) The reactants are [C:1]([O:5][C:6]([N:8]1[C:16]2[C:11](=[CH:12][CH:13]=[CH:14][CH:15]=2)[CH:10]=[C:9]1B(O)O)=[O:7])([CH3:4])([CH3:3])[CH3:2].[Cl:20][C:21]1[N:26]=[C:25](Cl)[CH:24]=[C:23]([Cl:28])[N:22]=1.O. The catalyst is CN(C=O)C.C1C=CC(P(C2C=CC=CC=2)[C-]2C=CC=C2)=CC=1.C1C=CC(P(C2C=CC=CC=2)[C-]2C=CC=C2)=CC=1.Cl[Pd]Cl.[Fe+2]. The product is [Cl:20][C:21]1[N:26]=[C:25]([C:9]2[N:8]([C:6]([O:5][C:1]([CH3:4])([CH3:3])[CH3:2])=[O:7])[C:16]3[C:11]([CH:10]=2)=[CH:12][CH:13]=[CH:14][CH:15]=3)[CH:24]=[C:23]([Cl:28])[N:22]=1. The yield is 0.500.